Task: Predict the product of the given reaction.. Dataset: Forward reaction prediction with 1.9M reactions from USPTO patents (1976-2016) (1) Given the reactants [N:1]1[C:10]2[C:5](=[CH:6][C:7]([CH:11]([CH3:15])[CH2:12][CH2:13][OH:14])=[CH:8][CH:9]=2)[CH:4]=[CH:3][CH:2]=1.C(O)(=O)C.C(O)(=O)C.IC1C=CC=CC=1, predict the reaction product. The product is: [N:1]1[C:10]2[C:5](=[CH:6][C:7]([CH:11]([CH3:15])[CH2:12][CH:13]=[O:14])=[CH:8][CH:9]=2)[CH:4]=[CH:3][CH:2]=1. (2) Given the reactants [Cl:1][C:2]1[CH:7]=[CH:6][C:5]([C:8]2[S:9][C:10]([C:14]([NH:16][CH:17]3[CH2:22][CH2:21][CH2:20][N:19]([C:23]4[CH:24]=[CH:25][C:26]([N+:33]([O-])=O)=[C:27]([CH:32]=4)[C:28]([O:30][CH3:31])=[O:29])[CH2:18]3)=[O:15])=[C:11]([CH3:13])[N:12]=2)=[CH:4][CH:3]=1, predict the reaction product. The product is: [NH2:33][C:26]1[CH:25]=[CH:24][C:23]([N:19]2[CH2:20][CH2:21][CH2:22][CH:17]([NH:16][C:14]([C:10]3[S:9][C:8]([C:5]4[CH:4]=[CH:3][C:2]([Cl:1])=[CH:7][CH:6]=4)=[N:12][C:11]=3[CH3:13])=[O:15])[CH2:18]2)=[CH:32][C:27]=1[C:28]([O:30][CH3:31])=[O:29]. (3) Given the reactants [Cl:1][C:2]1[CH:7]=[CH:6][C:5]([C:8](=[O:33])[CH2:9][S:10]([NH:13][C@H:14]2[CH2:18][CH2:17][N:16]([C@H:19]([C:24]([N:26]3[CH2:31][CH2:30][O:29][CH2:28][CH2:27]3)=[O:25])[C@@H:20]([CH3:23])[CH2:21][CH3:22])[C:15]2=[O:32])(=[O:12])=[O:11])=[CH:4][CH:3]=1.[BH4-].[Na+].O, predict the reaction product. The product is: [Cl:1][C:2]1[CH:3]=[CH:4][C:5]([CH:8]([OH:33])[CH2:9][S:10]([NH:13][C@H:14]2[CH2:18][CH2:17][N:16]([C@H:19]([C:24]([N:26]3[CH2:27][CH2:28][O:29][CH2:30][CH2:31]3)=[O:25])[C@@H:20]([CH3:23])[CH2:21][CH3:22])[C:15]2=[O:32])(=[O:12])=[O:11])=[CH:6][CH:7]=1. (4) Given the reactants S(=O)(=O)(O)O.[NH2:6][CH2:7][C:8]#[N:9].[C:10]([C:18]1C=CC=CC=1)(=O)[C:11]1C=CC=C[CH:12]=1.[CH3:24]CN(C(C)C)C(C)C, predict the reaction product. The product is: [N:9]1[C:8]2[CH:18]=[CH:10][CH:11]=[CH:12][C:7]=2[NH:6][CH:24]=1. (5) The product is: [NH2:1][C:2]1[N:10]=[C:9]([O:11][CH2:12][CH2:13][O:14][CH3:15])[N:8]=[C:7]2[C:3]=1[N:4]=[C:5]([O:34][CH3:33])[N:6]2[CH2:16][C:17]1[CH:31]=[CH:30][C:20]([CH2:21][P:22](=[O:29])([O:26][CH2:27][CH3:28])[O:23][CH2:24][CH3:25])=[CH:19][CH:18]=1. Given the reactants [NH2:1][C:2]1[N:10]=[C:9]([O:11][CH2:12][CH2:13][O:14][CH3:15])[N:8]=[C:7]2[C:3]=1[N:4]=[C:5](Br)[N:6]2[CH2:16][C:17]1[CH:31]=[CH:30][C:20]([CH2:21][P:22](=[O:29])([O:26][CH2:27][CH3:28])[O:23][CH2:24][CH3:25])=[CH:19][CH:18]=1.[CH3:33][O-:34].[Na+], predict the reaction product.